This data is from Forward reaction prediction with 1.9M reactions from USPTO patents (1976-2016). The task is: Predict the product of the given reaction. (1) Given the reactants [NH:1]1[CH2:6][CH2:5][CH:4]([C:7]2[CH:29]=[CH:28][C:10]([C:11]([NH:13][C:14]3[CH:19]=[CH:18][CH:17]=[CH:16][C:15]=3[NH:20]C(=O)OC(C)(C)C)=[O:12])=[CH:9][CH:8]=2)[CH2:3][CH2:2]1.[CH2:30]([C:32]1[C:36]([CH:37]=O)=[CH:35][NH:34][N:33]=1)[CH3:31].C(O[BH-](OC(=O)C)OC(=O)C)(=O)C.[Na+], predict the reaction product. The product is: [NH2:20][C:15]1[CH:16]=[CH:17][CH:18]=[CH:19][C:14]=1[NH:13][C:11](=[O:12])[C:10]1[CH:28]=[CH:29][C:7]([CH:4]2[CH2:3][CH2:2][N:1]([CH2:37][C:36]3[C:32]([CH2:30][CH3:31])=[N:33][NH:34][CH:35]=3)[CH2:6][CH2:5]2)=[CH:8][CH:9]=1. (2) Given the reactants [F:1][C:2]1[CH:3]=[C:4]([CH:31]=[CH:32][C:33]=1[F:34])[CH2:5][NH:6][C:7]([C:9]1[C:17]2[C:12](=[CH:13][C:14]([O:18][CH:19]([CH3:21])[CH3:20])=[CH:15][CH:16]=2)[N:11]([CH2:22][C:23]2[CH:28]=[CH:27][CH:26]=[CH:25][N:24]=2)[C:10]=1[CH:29]=[O:30])=[O:8].[CH3:35][Mg+].[Br-], predict the reaction product. The product is: [F:1][C:2]1[CH:3]=[C:4]([CH:31]=[CH:32][C:33]=1[F:34])[CH2:5][NH:6][C:7]([C:9]1[C:17]2[C:12](=[CH:13][C:14]([O:18][CH:19]([CH3:21])[CH3:20])=[CH:15][CH:16]=2)[N:11]([CH2:22][C:23]2[CH:28]=[CH:27][CH:26]=[CH:25][N:24]=2)[C:10]=1[CH:29]([OH:30])[CH3:35])=[O:8]. (3) Given the reactants Br[C:2]1[C:3]([Cl:26])=[C:4]2[C:9](=[C:10]([O:12][CH2:13][O:14][CH2:15][CH2:16][O:17][CH3:18])[CH:11]=1)[N:8]=[CH:7][N:6]([CH2:19][O:20][CH2:21][CH2:22][O:23][CH3:24])[C:5]2=[O:25].CC1(C)C(C)(C)OB([C:35]2[CH:55]=[CH:54][CH:53]=[CH:52][C:36]=2[CH2:37][O:38][CH2:39][CH2:40][CH:41]2[CH2:46][CH2:45][N:44]([CH2:47][C:48]([F:51])([F:50])[F:49])[CH2:43][CH2:42]2)O1.C(=O)([O-])[O-].[K+].[K+].CO.ClCCl, predict the reaction product. The product is: [Cl:26][C:3]1[C:2]([C:35]2[CH:55]=[CH:54][CH:53]=[CH:52][C:36]=2[CH2:37][O:38][CH2:39][CH2:40][CH:41]2[CH2:42][CH2:43][N:44]([CH2:47][C:48]([F:49])([F:50])[F:51])[CH2:45][CH2:46]2)=[CH:11][C:10]([O:12][CH2:13][O:14][CH2:15][CH2:16][O:17][CH3:18])=[C:9]2[C:4]=1[C:5](=[O:25])[N:6]([CH2:19][O:20][CH2:21][CH2:22][O:23][CH3:24])[CH:7]=[N:8]2. (4) Given the reactants C[S-].[Na+].C[O:5][C:6]1[CH:7]=[C:8]([C:12]2([CH2:18][N:19]([CH3:21])[CH3:20])[CH2:17][CH2:16][O:15][CH2:14][CH2:13]2)[CH:9]=[CH:10][CH:11]=1.Br.C([O-])(O)=O.[Na+], predict the reaction product. The product is: [CH3:21][N:19]([CH2:18][C:12]1([C:8]2[CH:7]=[C:6]([OH:5])[CH:11]=[CH:10][CH:9]=2)[CH2:17][CH2:16][O:15][CH2:14][CH2:13]1)[CH3:20]. (5) Given the reactants Cl.[NH2:2][CH:3]([C@@H:5]1[CH2:8][C@H:7]([OH:9])[CH2:6]1)[CH3:4].C(N(CC)C(C)C)(C)C.[F:19][C:20]1[CH:28]=[C:27]2[C:23]([C:24]([C:30]3[N:31]=[C:32]4[C:38]([C:39](O)=[O:40])=[CH:37][N:36]([CH2:42][O:43][CH2:44][CH2:45][Si:46]([CH3:49])([CH3:48])[CH3:47])[C:33]4=[N:34][CH:35]=3)=[N:25][N:26]2[CH3:29])=[CH:22][CH:21]=1.CN(C(ON1N=NC2C=CC=NC1=2)=[N+](C)C)C.F[P-](F)(F)(F)(F)F, predict the reaction product. The product is: [OH:9][C@@H:7]1[CH2:8][C@H:5]([CH:3]([NH:2][C:39]([C:38]2[C:32]3[C:33](=[N:34][CH:35]=[C:30]([C:24]4[C:23]5[C:27](=[CH:28][C:20]([F:19])=[CH:21][CH:22]=5)[N:26]([CH3:29])[N:25]=4)[N:31]=3)[N:36]([CH2:42][O:43][CH2:44][CH2:45][Si:46]([CH3:49])([CH3:48])[CH3:47])[CH:37]=2)=[O:40])[CH3:4])[CH2:6]1. (6) Given the reactants Cl.[N+:2]([C:5]1[CH:14]=[C:13]([N+:15]([O-:17])=[O:16])[C:12]2[C:7](=[CH:8][CH:9]=[CH:10][CH:11]=2)[C:6]=1[CH:18](C(OCC)=O)[C:19]([O:21][C:22](C)(C)[CH3:23])=[O:20])([O-:4])=[O:3], predict the reaction product. The product is: [N+:2]([C:5]1[CH:14]=[C:13]([N+:15]([O-:17])=[O:16])[C:12]2[C:7](=[CH:8][CH:9]=[CH:10][CH:11]=2)[C:6]=1[CH2:18][C:19]([O:21][CH2:22][CH3:23])=[O:20])([O-:4])=[O:3]. (7) Given the reactants [CH:1]1([CH2:4][N:5]2[CH:9]=[C:8]([N+:10]([O-:12])=[O:11])[CH:7]=[C:6]2[C:13]([OH:15])=[O:14])[CH2:3][CH2:2]1.C(N(CC)C(C)C)(C)C.FC(F)(F)C(O[C:30]1[C:35]([F:36])=[C:34]([F:37])[C:33]([F:38])=[C:32]([F:39])[C:31]=1[F:40])=O, predict the reaction product. The product is: [F:36][C:35]1[C:30]([O:14][C:13]([C:6]2[N:5]([CH2:4][CH:1]3[CH2:2][CH2:3]3)[CH:9]=[C:8]([N+:10]([O-:12])=[O:11])[CH:7]=2)=[O:15])=[C:31]([F:40])[C:32]([F:39])=[C:33]([F:38])[C:34]=1[F:37]. (8) The product is: [Br:2][CH2:6][C:7]1[CH:12]=[CH:11][C:10]([CH2:13][C:14]#[N:15])=[CH:9][CH:8]=1. Given the reactants P(Br)(Br)[Br:2].O[CH2:6][C:7]1[CH:12]=[CH:11][C:10]([CH2:13][C:14]#[N:15])=[CH:9][CH:8]=1.O, predict the reaction product.